This data is from Forward reaction prediction with 1.9M reactions from USPTO patents (1976-2016). The task is: Predict the product of the given reaction. (1) The product is: [C:38](=[O:52])([O:40][CH2:41][CH:42]([C:45]1[CH:50]=[CH:49][CH:48]=[CH:47][C:46]=1[Cl:51])[CH2:43][NH:44][C:21](=[O:22])[CH2:20][N:10]1[C:11](=[O:19])[N:12](/[CH:13]=[CH:14]/[C:15]([F:18])([F:17])[F:16])[C:8]([C:5]2[CH:4]=[CH:3][C:2]([Cl:1])=[CH:7][CH:6]=2)=[N:9]1)[NH2:39]. Given the reactants [Cl:1][C:2]1[CH:7]=[CH:6][C:5]([C:8]2[N:12](/[CH:13]=[CH:14]/[C:15]([F:18])([F:17])[F:16])[C:11](=[O:19])[N:10]([CH2:20][C:21](O)=[O:22])[N:9]=2)=[CH:4][CH:3]=1.C(Cl)CCl.C1C=CC2N(O)N=NC=2C=1.[C:38](=[O:52])([O:40][CH2:41][CH:42]([C:45]1[CH:50]=[CH:49][CH:48]=[CH:47][C:46]=1[Cl:51])[CH2:43][NH2:44])[NH2:39], predict the reaction product. (2) Given the reactants C(O)(=O)C1C(=CC=CC=1)C([O-])=[O:5].[K+].[C:14]([C:17]1[CH:79]=[CH:78][C:20]([O:21][P:22]2([O:68][C:69]3[CH:74]=[CH:73][C:72]([C:75]([OH:77])=[O:76])=[CH:71][CH:70]=3)[N:27]=[P:26]([O:38][C:39]3[CH:44]=[CH:43][C:42]([C:45]([OH:47])=[O:46])=[CH:41][CH:40]=3)([O:28][C:29]3[CH:34]=[CH:33][C:32]([C:35]([OH:37])=[O:36])=[CH:31][CH:30]=3)[N:25]=[P:24]([O:58][C:59]3[CH:64]=[CH:63][C:62]([C:65]([OH:67])=[O:66])=[CH:61][CH:60]=3)([O:48][C:49]3[CH:54]=[CH:53][C:52]([C:55]([OH:57])=[O:56])=[CH:51][CH:50]=3)[N:23]=2)=[CH:19][CH:18]=1)([OH:16])=[O:15].[OH-].[Na+:81], predict the reaction product. The product is: [OH-:5].[Na+:81].[C:65]([C:62]1[CH:61]=[CH:60][C:59]([O:58][P:24]2([O:48][C:49]3[CH:50]=[CH:51][C:52]([C:55]([O-:57])=[O:56])=[CH:53][CH:54]=3)[N:23]=[P:22]([O:68][C:69]3[CH:70]=[CH:71][C:72]([C:75]([O-:77])=[O:76])=[CH:73][CH:74]=3)([O:21][C:20]3[CH:19]=[CH:18][C:17]([C:14]([O-:16])=[O:15])=[CH:79][CH:78]=3)[N:27]=[P:26]([O:38][C:39]3[CH:44]=[CH:43][C:42]([C:45]([O-:47])=[O:46])=[CH:41][CH:40]=3)([O:28][C:29]3[CH:34]=[CH:33][C:32]([C:35]([O-:37])=[O:36])=[CH:31][CH:30]=3)[N:25]=2)=[CH:64][CH:63]=1)([O-:67])=[O:66].[Na+:81].[Na+:81].[Na+:81].[Na+:81].[Na+:81].[Na+:81].